Dataset: Catalyst prediction with 721,799 reactions and 888 catalyst types from USPTO. Task: Predict which catalyst facilitates the given reaction. (1) Reactant: [O:1]=[C:2]1[C:10]2[C:5](=[CH:6][CH:7]=[CH:8][CH:9]=2)[C:4](=[O:11])[N:3]1[CH2:12][CH:13]1[CH2:18][CH2:17][CH2:16][CH:15]([NH:19]C(=O)OC(C)(C)C)[CH2:14]1.C(O)(C(F)(F)F)=O. Product: [NH2:19][CH:15]1[CH2:16][CH2:17][CH2:18][CH:13]([CH2:12][N:3]2[C:2](=[O:1])[C:10]3[C:5](=[CH:6][CH:7]=[CH:8][CH:9]=3)[C:4]2=[O:11])[CH2:14]1. The catalyst class is: 2. (2) Reactant: [Br:1][C:2]1[C:3](F)=[C:4]([CH:7]=[C:8]([N+:10]([O-:12])=[O:11])[CH:9]=1)[CH:5]=[O:6].C(=O)([O-])[O-].[K+].[K+].[CH3:20][C:21]([SH:24])([CH3:23])[CH3:22].O. Product: [Br:1][C:2]1[C:3]([S:24][C:21]([CH3:23])([CH3:22])[CH3:20])=[C:4]([CH:7]=[C:8]([N+:10]([O-:12])=[O:11])[CH:9]=1)[CH:5]=[O:6]. The catalyst class is: 3. (3) Reactant: [ClH:1].[Br:2][C:3]1[CH:13]=[C:12]([O:14][CH2:15][CH2:16][OH:17])[C:11]([O:18][CH3:19])=[CH:10][C:4]=1[CH2:5][NH:6]C(=O)C. Product: [ClH:1].[Br:2][C:3]1[CH:13]=[C:12]([O:14][CH2:15][CH2:16][OH:17])[C:11]([O:18][CH3:19])=[CH:10][C:4]=1[CH2:5][NH2:6]. The catalyst class is: 8. (4) The catalyst class is: 4. Product: [F:16][C:17]1[CH:18]=[CH:19][C:20]([N:23]2[C:27]([CH2:28][CH:29]([CH3:30])[CH3:31])=[CH:26][C:25]([CH2:32][NH:33][S:12]([CH2:11][C:2]3[CH:3]=[CH:4][C:5]4[C:10](=[CH:9][CH:8]=[CH:7][CH:6]=4)[CH:1]=3)(=[O:14])=[O:13])=[N:24]2)=[CH:21][CH:22]=1. Reactant: [CH:1]1[C:10]2[C:5](=[CH:6][CH:7]=[CH:8][CH:9]=2)[CH:4]=[CH:3][C:2]=1[CH2:11][S:12](Cl)(=[O:14])=[O:13].[F:16][C:17]1[CH:22]=[CH:21][C:20]([N:23]2[C:27]([CH2:28][CH:29]([CH3:31])[CH3:30])=[CH:26][C:25]([CH2:32][NH2:33])=[N:24]2)=[CH:19][CH:18]=1.C(N(CC)CC)C. (5) Reactant: C([O:5][CH2:6][CH2:7][CH2:8][N:9]([C:24]1[CH:29]=[CH:28][C:27]([NH:30][C:31]([NH:33][C:34]2[CH:39]=[CH:38][CH:37]=[CH:36][CH:35]=2)=[O:32])=[CH:26][CH:25]=1)[S:10]([C:13]1[S:14][C:15]([C:18]2[CH:23]=[CH:22][CH:21]=[CH:20][N:19]=2)=[CH:16][CH:17]=1)(=[O:12])=[O:11])(C)(C)C.C(O)(C(F)(F)F)=O. Product: [OH:5][CH2:6][CH2:7][CH2:8][N:9]([C:24]1[CH:29]=[CH:28][C:27]([NH:30][C:31]([NH:33][C:34]2[CH:35]=[CH:36][CH:37]=[CH:38][CH:39]=2)=[O:32])=[CH:26][CH:25]=1)[S:10]([C:13]1[S:14][C:15]([C:18]2[CH:23]=[CH:22][CH:21]=[CH:20][N:19]=2)=[CH:16][CH:17]=1)(=[O:12])=[O:11]. The catalyst class is: 61. (6) Reactant: Cl.CN(C)CCCN=C=NCC.[C:13]([O:17][C:18](=[O:37])[NH:19][C@@H:20]([C@H:30]1[CH2:35][CH2:34][C@H:33]([NH2:36])[CH2:32][CH2:31]1)[C:21]([N:23]1[CH2:27][CH2:26][C:25]([F:29])([F:28])[CH2:24]1)=[O:22])([CH3:16])([CH3:15])[CH3:14].[CH2:38]([O:45][C:46](=[O:53])[N:47]([CH2:49][C:50](O)=[O:51])[CH3:48])[C:39]1[CH:44]=[CH:43][CH:42]=[CH:41][CH:40]=1.OC1C2N=NNC=2C=CC=1. Product: [C:13]([O:17][C:18](=[O:37])[NH:19][C@@H:20]([C@H:30]1[CH2:35][CH2:34][C@H:33]([NH:36][C:50](=[O:51])[CH2:49][N:47]([C:46]([O:45][CH2:38][C:39]2[CH:44]=[CH:43][CH:42]=[CH:41][CH:40]=2)=[O:53])[CH3:48])[CH2:32][CH2:31]1)[C:21]([N:23]1[CH2:27][CH2:26][C:25]([F:29])([F:28])[CH2:24]1)=[O:22])([CH3:16])([CH3:14])[CH3:15]. The catalyst class is: 4.